Dataset: Full USPTO retrosynthesis dataset with 1.9M reactions from patents (1976-2016). Task: Predict the reactants needed to synthesize the given product. (1) The reactants are: [C:1]([O:5][CH2:6][CH2:7][CH2:8][CH3:9])(=[O:4])[CH:2]=[CH2:3].[C:10]([O-:15])(=[O:14])[C:11]([CH3:13])=[CH2:12].N(C(C)(CC)C#N)=NC(C)(CC)C#N.[C:30]([O:33][CH2:34][CH3:35])(=O)C. Given the product [CH2:6]([O:5][C:1](=[O:4])[CH:2]=[CH2:3])[CH2:7][CH2:8][CH3:9].[C:10]([O:15][CH2:35][CH:34]1[O:33][CH2:30]1)(=[O:14])[C:11]([CH3:13])=[CH2:12], predict the reactants needed to synthesize it. (2) Given the product [CH3:18][C:19]1[C:27]([NH:28][C:2]2[CH:7]=[CH:6][N:5]=[C:4]3[CH:8]=[C:9]([C:11]4[CH:12]=[C:13]([CH3:17])[CH:14]=[CH:15][CH:16]=4)[O:10][C:3]=23)=[CH:26][CH:25]=[C:24]2[C:20]=1[CH:21]=[CH:22][NH:23]2, predict the reactants needed to synthesize it. The reactants are: Cl[C:2]1[CH:7]=[CH:6][N:5]=[C:4]2[CH:8]=[C:9]([C:11]3[CH:16]=[CH:15][CH:14]=[C:13]([CH3:17])[CH:12]=3)[O:10][C:3]=12.[CH3:18][C:19]1[C:27]([NH2:28])=[CH:26][CH:25]=[C:24]2[C:20]=1[CH:21]=[CH:22][NH:23]2. (3) Given the product [NH2:3][C:4]1[C:12]2[C:11]([C:13]3[CH:18]=[CH:17][C:16]([Cl:19])=[C:15]([Cl:20])[CH:14]=3)=[N:10][C:9]([O:32][CH:29]([CH3:31])[CH3:30])=[N:8][C:7]=2[S:6][C:5]=1[C:24]([NH2:26])=[O:25], predict the reactants needed to synthesize it. The reactants are: [H-].[Na+].[NH2:3][C:4]1[C:12]2[C:11]([C:13]3[CH:18]=[CH:17][C:16]([Cl:19])=[C:15]([Cl:20])[CH:14]=3)=[N:10][C:9](S(C)=O)=[N:8][C:7]=2[S:6][C:5]=1[C:24]([NH2:26])=[O:25].Cl.O.[CH:29]([OH:32])([CH3:31])[CH3:30].